Dataset: Full USPTO retrosynthesis dataset with 1.9M reactions from patents (1976-2016). Task: Predict the reactants needed to synthesize the given product. (1) Given the product [CH3:1][C:2]1[N:7]=[C:6]([CH2:8][CH2:9][CH3:10])[N:5]([CH2:20][C:21]2[CH:26]=[CH:25][C:24]([C:27]3[CH:32]=[CH:31][CH:30]=[CH:29][C:28]=3[C:33]3[NH:37][C:36](=[O:43])[O:35][N:34]=3)=[CH:23][CH:22]=2)[C:4](=[O:11])[C:3]=1[CH2:12][CH:13]1[CH2:18][CH2:17][CH2:16][CH2:15][O:14]1, predict the reactants needed to synthesize it. The reactants are: [CH3:1][C:2]1[N:7]=[C:6]([CH2:8][CH2:9][CH3:10])[NH:5][C:4](=[O:11])[C:3]=1[CH2:12][CH:13]1[CH2:18][CH2:17][CH2:16][CH2:15][O:14]1.Br[CH2:20][C:21]1[CH:26]=[CH:25][C:24]([C:27]2[CH:32]=[CH:31][CH:30]=[CH:29][C:28]=2[C:33]2[N:37]=[C:36](C(Cl)(Cl)Cl)[O:35][N:34]=2)=[CH:23][CH:22]=1.C(=O)([O-])[O-:43].[K+].[K+]. (2) Given the product [CH2:24]([NH:26][C:20]([C:17]1[S:16][C:15]([CH2:14][CH2:13][C:12]2[C:8]([C:5]3[CH:4]=[CH:3][C:2]([F:1])=[CH:7][N:6]=3)=[N:9][O:10][C:11]=2[CH3:23])=[N:19][CH:18]=1)=[O:22])[CH3:25], predict the reactants needed to synthesize it. The reactants are: [F:1][C:2]1[CH:3]=[CH:4][C:5]([C:8]2[C:12]([CH2:13][CH2:14][C:15]3[S:16][C:17]([C:20]([OH:22])=O)=[CH:18][N:19]=3)=[C:11]([CH3:23])[O:10][N:9]=2)=[N:6][CH:7]=1.[CH2:24]([NH2:26])[CH3:25]. (3) Given the product [O:1]1[C:5]2[CH:6]=[CH:7][C:8]([N:10]3[C:19]4[C:14](=[CH:15][CH:16]=[CH:17][CH:18]=4)[N:13]=[C:12]([C:20]([Cl:27])=[O:21])[C:11]3=[O:23])=[CH:9][C:4]=2[O:3][CH2:2]1, predict the reactants needed to synthesize it. The reactants are: [O:1]1[C:5]2[CH:6]=[CH:7][C:8]([N:10]3[C:19]4[C:14](=[CH:15][CH:16]=[CH:17][CH:18]=4)[N:13]=[C:12]([C:20](O)=[O:21])[C:11]3=[O:23])=[CH:9][C:4]=2[O:3][CH2:2]1.C(Cl)(=O)C([Cl:27])=O.CN(C)C=O.